Predict the reactants needed to synthesize the given product. From a dataset of Full USPTO retrosynthesis dataset with 1.9M reactions from patents (1976-2016). (1) Given the product [F:1][C:2]1[C:3]([C:10]2[CH:33]=[CH:32][C:13]([CH2:14][O:15][C:16]3[CH:24]=[C:23]4[C:19]([CH2:20][CH2:21][C@@:22]54[CH2:26][C@H:25]5[C:27]([OH:29])=[O:28])=[CH:18][CH:17]=3)=[CH:12][C:11]=2[C:34]([CH3:38])([CH:36]=[CH2:37])[CH3:35])=[CH:4][C:5]([O:8][CH3:9])=[N:6][CH:7]=1, predict the reactants needed to synthesize it. The reactants are: [F:1][C:2]1[C:3]([C:10]2[CH:33]=[CH:32][C:13]([CH2:14][O:15][C:16]3[CH:24]=[C:23]4[C:19]([CH2:20][CH2:21][C@@:22]54[CH2:26][C@H:25]5[C:27]([O:29]CC)=[O:28])=[CH:18][CH:17]=3)=[CH:12][C:11]=2[C:34]([CH3:38])([CH:36]=[CH2:37])[CH3:35])=[CH:4][C:5]([O:8][CH3:9])=[N:6][CH:7]=1.[OH-].[Li+]. (2) Given the product [NH3:8].[NH2:30][C:27]1[N:26]=[CH:25][C:24]([C@@H:22]([OH:23])[CH2:21][NH:20][C@H:18]([CH3:19])[CH2:17][C:13]2[CH:12]=[C:11]([CH2:10][C:9]([NH:8][CH2:1][C:2]3[CH:3]=[CH:4][CH:5]=[CH:6][CH:7]=3)=[O:37])[CH:16]=[CH:15][CH:14]=2)=[CH:29][CH:28]=1, predict the reactants needed to synthesize it. The reactants are: [CH2:1]([NH:8][C:9](=[O:37])[CH2:10][C:11]1[CH:16]=[CH:15][CH:14]=[C:13]([CH2:17][C@H:18]([NH:20][CH2:21][C@@H:22]([C:24]2[CH:25]=[N:26][C:27]([N:30]3C(C)=CC=C3C)=[CH:28][CH:29]=2)[OH:23])[CH3:19])[CH:12]=1)[C:2]1[CH:7]=[CH:6][CH:5]=[CH:4][CH:3]=1.Cl.NO. (3) The reactants are: [C:1]([O:5][C:6](=[O:21])[NH:7][CH:8]1[CH2:12][C:11](=[O:13])[N:10]([C:14]2[CH:19]=[CH:18][C:17]([OH:20])=[CH:16][CH:15]=2)[CH2:9]1)([CH3:4])([CH3:3])[CH3:2].[F:22][C:23]1[CH:24]=[C:25]([CH:28]=[CH:29][CH:30]=1)[CH2:26]Br.C(=O)([O-])[O-].[K+].[K+]. Given the product [C:1]([O:5][C:6](=[O:21])[NH:7][CH:8]1[CH2:12][C:11](=[O:13])[N:10]([C:14]2[CH:15]=[CH:16][C:17]([O:20][CH2:26][C:25]3[CH:28]=[CH:29][CH:30]=[C:23]([F:22])[CH:24]=3)=[CH:18][CH:19]=2)[CH2:9]1)([CH3:4])([CH3:2])[CH3:3], predict the reactants needed to synthesize it. (4) Given the product [NH2:37][C@H:32]1[CH2:33][CH2:34][CH2:35][CH2:36][C@H:31]1[NH:30][C:10]1[N:9]=[C:8]([C:6]2[CH:5]=[N:4][N:3]([CH:2]([F:1])[F:45])[CH:7]=2)[C:13]2[C:14](=[O:28])[NH:15][CH2:16][C:12]=2[C:11]=1[F:29].[C:46]([OH:52])([C:48]([F:51])([F:50])[F:49])=[O:47], predict the reactants needed to synthesize it. The reactants are: [F:1][CH:2]([F:45])[N:3]1[CH:7]=[C:6]([C:8]2[C:13]3[C:14](=[O:28])[N:15](CC4C=CC(OC)=CC=4OC)[CH2:16][C:12]=3[C:11]([F:29])=[C:10]([NH:30][C@@H:31]3[CH2:36][CH2:35][CH2:34][CH2:33][C@@H:32]3[NH:37]C(=O)OC(C)(C)C)[N:9]=2)[CH:5]=[N:4]1.[C:46]([OH:52])([C:48]([F:51])([F:50])[F:49])=[O:47]. (5) The reactants are: [C:1]([NH:8][C@H:9]([C:14]([OH:16])=O)[CH2:10][CH2:11][CH2:12][CH3:13])([O:3][C:4]([CH3:7])([CH3:6])[CH3:5])=[O:2].CN1CCCCC1.ClC(OCC)=O.Cl.[CH3:31][NH:32][O:33][CH3:34]. Given the product [CH3:34][O:33][N:32]([CH3:31])[C:14]([C@@H:9]([NH:8][C:1](=[O:2])[O:3][C:4]([CH3:5])([CH3:6])[CH3:7])[CH2:10][CH2:11][CH2:12][CH3:13])=[O:16], predict the reactants needed to synthesize it. (6) Given the product [Cl:57][CH2:2][CH:3]([NH:5][S:6]([C:9]1[CH:14]=[CH:13][C:12]([C:15]2[C:16]3[C:17]4[CH:30]=[CH:29][S:28][C:18]=4[C:19](=[O:27])[NH:20][C:21]=3[CH:22]=[CH:23][C:24]=2[O:25][CH3:26])=[CH:11][CH:10]=1)(=[O:8])=[O:7])[CH3:4], predict the reactants needed to synthesize it. The reactants are: O[CH2:2][CH:3]([NH:5][S:6]([C:9]1[CH:14]=[CH:13][C:12]([C:15]2[C:16]3[C:17]4[CH:30]=[CH:29][S:28][C:18]=4[C:19](=[O:27])[NH:20][C:21]=3[CH:22]=[CH:23][C:24]=2[O:25][CH3:26])=[CH:11][CH:10]=1)(=[O:8])=[O:7])[CH3:4].C1(P(C2C=CC=CC=2)C2C=CC=CC=2)C=CC=CC=1.C1C(=O)N([Cl:57])C(=O)C1.